This data is from Reaction yield outcomes from USPTO patents with 853,638 reactions. The task is: Predict the reaction yield, written as a fraction of the theoretical maximum amount of product (1.0 means a 100% yield; for example, 0.34 means a 34% yield). (1) The reactants are [F:1][CH:2]([F:37])[C:3]1[N:7]([C:8]2[N:13]=[C:12]([N:14]3[CH2:19][CH2:18][O:17][CH2:16][CH2:15]3)[N:11]=[C:10]([N:20]3[CH2:25][CH2:24][N:23]([S:26]([CH:29]=[CH2:30])(=[O:28])=[O:27])[CH2:22][CH2:21]3)[N:9]=2)[C:6]2[CH:31]=[CH:32][CH:33]=[C:34]([O:35][CH3:36])[C:5]=2[N:4]=1.[NH:38]1[CH2:43][CH2:42][S:41][CH2:40][CH2:39]1. The catalyst is C1COCC1. The product is [F:37][CH:2]([F:1])[C:3]1[N:7]([C:8]2[N:13]=[C:12]([N:14]3[CH2:15][CH2:16][O:17][CH2:18][CH2:19]3)[N:11]=[C:10]([N:20]3[CH2:21][CH2:22][N:23]([S:26]([CH2:29][CH2:30][N:38]4[CH2:43][CH2:42][S:41][CH2:40][CH2:39]4)(=[O:28])=[O:27])[CH2:24][CH2:25]3)[N:9]=2)[C:6]2[CH:31]=[CH:32][CH:33]=[C:34]([O:35][CH3:36])[C:5]=2[N:4]=1. The yield is 0.840. (2) The reactants are [CH3:1][O:2][C:3]1[CH:4]=[C:5]([C:13]2[CH:18]=[CH:17][C:16]([N:19]([CH2:43][CH3:44])[CH2:20][CH2:21][N:22]([C:25]3[CH:26]=[CH:27][C:28]([C:31]4[CH:36]=[C:35]([O:37][CH3:38])[C:34]([O:39][CH3:40])=[C:33]([O:41][CH3:42])[CH:32]=4)=[N:29][CH:30]=3)[CH2:23][CH3:24])=[CH:15][N:14]=2)[CH:6]=[C:7]([O:11][CH3:12])[C:8]=1[O:9][CH3:10].[CH3:45][S:46]([OH:49])(=[O:48])=[O:47]. The catalyst is CO.C(Cl)(Cl)Cl. The product is [CH3:45][S:46]([OH:49])(=[O:48])=[O:47].[CH3:45][S:46]([OH:49])(=[O:48])=[O:47].[CH3:12][O:11][C:7]1[CH:6]=[C:5]([C:13]2[CH:18]=[CH:17][C:16]([N:19]([CH2:43][CH3:44])[CH2:20][CH2:21][N:22]([C:25]3[CH:26]=[CH:27][C:28]([C:31]4[CH:32]=[C:33]([O:41][CH3:42])[C:34]([O:39][CH3:40])=[C:35]([O:37][CH3:38])[CH:36]=4)=[N:29][CH:30]=3)[CH2:23][CH3:24])=[CH:15][N:14]=2)[CH:4]=[C:3]([O:2][CH3:1])[C:8]=1[O:9][CH3:10]. The yield is 0.690. (3) The reactants are Br[CH2:2][C:3]1[N:7]2[CH:8]=[CH:9][C:10](C)=[CH:11][C:6]2=[N:5][CH:4]=1.[CH3:13][C:14]1[N:19]=[C:18]([SH:20])[N:17]=[C:16]([OH:21])[CH:15]=1.[CH2:22](N(CC)CC)C.CCOCC. The catalyst is C(O)C.ClCCl. The product is [CH3:13][C:14]1[N:19]=[C:18]([S:20][CH2:2][C:3]2[N:7]3[CH:8]=[C:9]([CH3:22])[CH:10]=[CH:11][C:6]3=[N:5][CH:4]=2)[N:17]=[C:16]([OH:21])[CH:15]=1. The yield is 0.650. (4) The reactants are C1(C)C=CC(S(O)(=O)=O)=CC=1.[CH2:12]([O:19][C:20](=[O:24])[CH2:21][NH:22][CH3:23])[C:13]1[CH:18]=[CH:17][CH:16]=[CH:15][CH:14]=1.[C:25]([O:29][C:30]([NH:32][CH2:33][CH2:34]Br)=[O:31])([CH3:28])([CH3:27])[CH3:26].C(N(C(C)C)CC)(C)C. The catalyst is C(Cl)Cl. The product is [CH2:12]([O:19][C:20](=[O:24])[CH2:21][N:22]([CH2:34][CH2:33][NH:32][C:30]([O:29][C:25]([CH3:28])([CH3:27])[CH3:26])=[O:31])[CH3:23])[C:13]1[CH:18]=[CH:17][CH:16]=[CH:15][CH:14]=1. The yield is 0.380.